Dataset: Full USPTO retrosynthesis dataset with 1.9M reactions from patents (1976-2016). Task: Predict the reactants needed to synthesize the given product. Given the product [O:8]1[CH:7]2[CH:2]1[C:3]([CH3:21])([CH3:20])[O:4][C:5]1[CH:12]=[C:11]([O:13][CH2:14][O:15][CH3:16])[C:10]([N+:17]([O-:19])=[O:18])=[CH:9][C:6]=12, predict the reactants needed to synthesize it. The reactants are: Br[C@H:2]1[C@H:7]([OH:8])[C:6]2[CH:9]=[C:10]([N+:17]([O-:19])=[O:18])[C:11]([O:13][CH2:14][O:15][CH3:16])=[CH:12][C:5]=2[O:4][C:3]1([CH3:21])[CH3:20].[OH-].[Na+].O.